Task: Predict which catalyst facilitates the given reaction.. Dataset: Catalyst prediction with 721,799 reactions and 888 catalyst types from USPTO Reactant: Cl.[NH:2]1[CH2:7][CH2:6][CH2:5][CH2:4][C@@H:3]1[C:8]([O:10][CH3:11])=[O:9].C1C=CC2N(O)N=NC=2C=1.CN1CCOCC1.[C:29]1([CH2:35][O:36][C:37]([NH:39][CH2:40][C:41](O)=[O:42])=[O:38])[CH:34]=[CH:33][CH:32]=[CH:31][CH:30]=1.CCN=C=NCCCN(C)C. Product: [C:29]1([CH2:35][O:36][C:37]([NH:39][CH2:40][C:41]([N:2]2[CH2:7][CH2:6][CH2:5][CH2:4][C@@H:3]2[C:8]([O:10][CH3:11])=[O:9])=[O:42])=[O:38])[CH:30]=[CH:31][CH:32]=[CH:33][CH:34]=1. The catalyst class is: 2.